Dataset: Microsomal clearance measurements from AstraZeneca. Task: Regression/Classification. Given a drug SMILES string, predict its absorption, distribution, metabolism, or excretion properties. Task type varies by dataset: regression for continuous measurements (e.g., permeability, clearance, half-life) or binary classification for categorical outcomes (e.g., BBB penetration, CYP inhibition). For this dataset (clearance_microsome_az), we predict log10(clearance) (log10 of the in vitro intrinsic clearance, CLint, in uL/min per mg of human liver microsomal protein, equivalently mL/min/g; values are censored to the assay range of 3 to 150, which is 0.477 to 2.18 on this log10 scale). (1) The molecule is O=c1[nH]c2c(O)ccc([C@@H](O)CNCCCSCCNCCc3ccccc3Cl)c2s1. The log10(clearance) is 1.04. (2) The log10(clearance) is 1.42. The compound is CCN(C(=O)Cc1ccc(S(C)(=O)=O)cc1)C1CCN(CCC(c2ccccc2)N2CCN(c3ccccc3)CC2)CC1. (3) The molecule is O=C(NC[C@@H](O)CN1CCC(Oc2ccc(Cl)c(Cl)c2)CC1)c1c[nH]nc1C1CC1. The log10(clearance) is 0.950. (4) The log10(clearance) is 2.08. The molecule is c1ccc(Nc2[nH]nnc2-c2ccccc2)cc1. (5) The molecule is N#CN=C(N)c1sc(Nc2ccccc2)nc1N. The log10(clearance) is 0.480. (6) The drug is O=C(NCC1CCCCN1)c1cc(OCC(F)(F)F)ccc1OCC(F)(F)F. The log10(clearance) is 0.480. (7) The compound is Cc1nc(-c2ccc(OCC(C)C)c(C#N)c2)sc1C(=O)O. The log10(clearance) is 0.480.